From a dataset of Reaction yield outcomes from USPTO patents with 853,638 reactions. Predict the reaction yield, written as a fraction of the theoretical maximum amount of product (1.0 means a 100% yield; for example, 0.34 means a 34% yield). (1) The reactants are Br[CH2:2][C:3]#[N:4].[C:5]1(=[O:15])[NH:9][C:8](=[O:10])[C:7]2=[CH:11][CH:12]=[CH:13][CH:14]=[C:6]12.[K].O. The catalyst is CN(C)C=O. The product is [O:10]=[C:8]1[C:7]2[C:6](=[CH:14][CH:13]=[CH:12][CH:11]=2)[C:5](=[O:15])[N:9]1[CH2:2][C:3]#[N:4]. The yield is 0.800. (2) The catalyst is COCCOC.C(OCC)(=O)C.CN(C)C=O.O. The yield is 0.160. The product is [CH2:25]([O:32][C:33]1[CH:38]=[CH:37][N:36]2[N:14]=[C:47]([CH3:48])[C:46]([C:45]([O:50][CH2:51][CH3:52])=[O:49])=[C:35]2[CH:34]=1)[C:26]1[CH:27]=[CH:28][CH:29]=[CH:30][CH:31]=1. The reactants are CC1C=C(C)C=C(C)C=1S(O/[N:14]=C(/OCC)\C)(=O)=O.Cl(O)(=O)(=O)=O.[CH2:25]([O:32][C:33]1[CH:38]=[CH:37][N:36]=[CH:35][CH:34]=1)[C:26]1[CH:31]=[CH:30][CH:29]=[CH:28][CH:27]=1.C(=O)([O-])[O-].[K+].[K+].[C:45]([O:50][CH2:51][CH3:52])(=[O:49])[C:46]#[C:47][CH3:48]. (3) The reactants are [CH:1]1([N:7]2[C:11]([C:12]3[CH:17]=[CH:16][C:15]([F:18])=[CH:14][CH:13]=3)=[C:10]([C:19]([NH2:21])=O)[CH:9]=[N:8]2)[CH2:6][CH2:5][CH2:4][CH2:3][CH2:2]1.COC1C=CC(P2(SP(C3C=CC(OC)=CC=3)(=S)S2)=[S:31])=CC=1. The catalyst is C1COCC1. The product is [CH:1]1([N:7]2[C:11]([C:12]3[CH:17]=[CH:16][C:15]([F:18])=[CH:14][CH:13]=3)=[C:10]([C:19](=[S:31])[NH2:21])[CH:9]=[N:8]2)[CH2:6][CH2:5][CH2:4][CH2:3][CH2:2]1. The yield is 0.790. (4) The reactants are [F:1][C:2]1[CH:3]=[C:4]([C@@H:9]2[CH2:13][N:12]([CH2:14][CH2:15][O:16][CH3:17])[CH2:11][C@H:10]2[NH:18][C:19](=[O:36])[NH:20][C:21]2[N:25]([CH3:26])[N:24]=[C:23]([C:27]3[CH:35]=[CH:34][C:30]([C:31]([O-:33])=[O:32])=[CH:29][CH:28]=3)[CH:22]=2)[CH:5]=[CH:6][C:7]=1[F:8].[Li+].CN(C=O)C.CCN(C(C)C)C(C)C.[CH3:52][O:53][CH2:54][CH2:55]O.CN(C(ON1N=NC2C=CC=NC1=2)=[N+](C)C)C.F[P-](F)(F)(F)(F)F. No catalyst specified. The product is [F:1][C:2]1[CH:3]=[C:4]([C@@H:9]2[CH2:13][N:12]([CH2:14][CH2:15][O:16][CH3:17])[CH2:11][C@H:10]2[NH:18][C:19](=[O:36])[NH:20][C:21]2[N:25]([CH3:26])[N:24]=[C:23]([C:27]3[CH:28]=[CH:29][C:30]([C:31]([O:33][CH2:55][CH2:54][O:53][CH3:52])=[O:32])=[CH:34][CH:35]=3)[CH:22]=2)[CH:5]=[CH:6][C:7]=1[F:8]. The yield is 0.110. (5) The reactants are [F:1][C:2]([F:10])([F:9])[C:3]([C:5]([F:8])([F:7])[F:6])=[O:4].[CH3:11][Li].[C:13](Cl)(=[O:17])[C:14]([CH3:16])=[CH2:15]. The catalyst is C1COCC1. The product is [C:13]([O:4][C:3]([C:5]([F:8])([F:7])[F:6])([C:2]([F:10])([F:9])[F:1])[CH3:11])(=[O:17])[C:14]([CH3:16])=[CH2:15]. The yield is 0.750. (6) The reactants are [Si:1]([O:18][CH2:19][CH:20]1[CH2:23][CH:22]([OH:24])[CH2:21]1)([C:14]([CH3:17])([CH3:16])[CH3:15])([C:8]1[CH:13]=[CH:12][CH:11]=[CH:10][CH:9]=1)[C:2]1[CH:7]=[CH:6][CH:5]=[CH:4][CH:3]=1. The catalyst is C(Cl)Cl. The product is [Si:1]([O:18][CH2:19][CH:20]1[CH2:23][C:22](=[O:24])[CH2:21]1)([C:14]([CH3:17])([CH3:15])[CH3:16])([C:8]1[CH:13]=[CH:12][CH:11]=[CH:10][CH:9]=1)[C:2]1[CH:3]=[CH:4][CH:5]=[CH:6][CH:7]=1. The yield is 0.600. (7) The reactants are [NH2:1][C:2]1[CH:7]=[CH:6][C:5]([OH:8])=[CH:4][CH:3]=1.[CH3:9][C:10]1([CH3:18])[CH2:16][C:15](=O)[O:14][C:12](=[O:13])[CH2:11]1.C. The catalyst is C(O)C. The product is [OH:8][C:5]1[CH:6]=[CH:7][C:2]([N:1]2[C:12](=[O:13])[CH2:11][C:10]([CH3:18])([CH3:9])[CH2:16][C:15]2=[O:14])=[CH:3][CH:4]=1. The yield is 0.500. (8) The reactants are [NH2:1][C:2]1[CH:3]=[CH:4][C:5]([F:19])=[C:6]([C@:8]2([CH3:18])[CH2:14][C:13]([CH3:16])([CH3:15])[O:12][CH2:11][C:10](=[S:17])[NH:9]2)[CH:7]=1.[Cl:20][C:21]1[CH:22]=[CH:23][C:24]([C:27](O)=[O:28])=[N:25][CH:26]=1. No catalyst specified. The product is [F:19][C:5]1[CH:4]=[CH:3][C:2]([NH:1][C:27]([C:24]2[CH:23]=[CH:22][C:21]([Cl:20])=[CH:26][N:25]=2)=[O:28])=[CH:7][C:6]=1[C@:8]1([CH3:18])[CH2:14][C:13]([CH3:16])([CH3:15])[O:12][CH2:11][C:10](=[S:17])[NH:9]1. The yield is 0.720. (9) The reactants are I[CH2:2][C@@H:3]([CH3:16])[CH2:4][N:5]1[C:14]2[C:9](=[CH:10][CH:11]=[CH:12][CH:13]=2)[CH2:8][CH2:7][C:6]1=[O:15].[CH2:17]([CH:21]1[CH2:27][CH:26]2[NH:28][CH:23]([CH2:24][CH2:25]2)[CH2:22]1)[CH2:18][CH2:19][CH3:20]. The catalyst is CC#N. The product is [CH2:17]([CH:21]1[CH2:22][CH:23]2[N:28]([CH2:2][C@@H:3]([CH3:16])[CH2:4][N:5]3[C:14]4[C:9](=[CH:10][CH:11]=[CH:12][CH:13]=4)[CH2:8][CH2:7][C:6]3=[O:15])[CH:26]([CH2:25][CH2:24]2)[CH2:27]1)[CH2:18][CH2:19][CH3:20]. The yield is 0.300. (10) The reactants are [Cl:1][C:2]1[N:10](CC=C)[C:9]2[C:8](=[O:14])[NH:7][C:6](=[O:15])[N:5]([CH2:16][CH2:17][CH3:18])[C:4]=2[N:3]=1.[C:19]1([CH2:25][C:26]2[N:30]=[C:29]([CH2:31][CH2:32][CH2:33]O)[O:28][N:27]=2)[CH:24]=[CH:23][CH:22]=[CH:21][CH:20]=1.C1C=CC(P(C2C=CC=CC=2)C2C=CC=CC=2)=CC=1.C1C=CC(COC(/N=N/C(OCC2C=CC=CC=2)=O)=O)=CC=1.N1CCOCC1. The catalyst is C1COCC1.C1C=CC([P]([Pd]([P](C2C=CC=CC=2)(C2C=CC=CC=2)C2C=CC=CC=2)([P](C2C=CC=CC=2)(C2C=CC=CC=2)C2C=CC=CC=2)[P](C2C=CC=CC=2)(C2C=CC=CC=2)C2C=CC=CC=2)(C2C=CC=CC=2)C2C=CC=CC=2)=CC=1. The product is [Cl:1][C:2]1[NH:10][C:9]2[C:8](=[O:14])[N:7]([CH2:33][CH2:32][CH2:31][C:29]3[O:28][N:27]=[C:26]([CH2:25][C:19]4[CH:24]=[CH:23][CH:22]=[CH:21][CH:20]=4)[N:30]=3)[C:6](=[O:15])[N:5]([CH2:16][CH2:17][CH3:18])[C:4]=2[N:3]=1. The yield is 0.230.